Dataset: Full USPTO retrosynthesis dataset with 1.9M reactions from patents (1976-2016). Task: Predict the reactants needed to synthesize the given product. (1) Given the product [Br:1][C:2]1[N:3]=[C:4]2[C:10]([C:17](=[O:22])[C:18]([CH3:21])([CH3:20])[CH3:19])=[CH:9][NH:8][C:5]2=[N:6][CH:7]=1, predict the reactants needed to synthesize it. The reactants are: [Br:1][C:2]1[N:3]=[C:4]2[CH:10]=[CH:9][NH:8][C:5]2=[N:6][CH:7]=1.[Cl-].C([Al+]CC)C.[C:17](Cl)(=[O:22])[C:18]([CH3:21])([CH3:20])[CH3:19].C([O-])(O)=O.[Na+]. (2) Given the product [F:1][C:2]([F:30])([F:29])[C:3]1[CH:4]=[C:5]([C@H:13]2[O:17][C:16](=[O:18])[N:15]([CH2:19][C:20]3[C:25]([Br:26])=[CH:24][CH:23]=[C:22]([N:31]4[CH:35]=[CH:34][CH:33]=[N:32]4)[N:21]=3)[C@H:14]2[CH3:28])[CH:6]=[C:7]([C:9]([F:12])([F:11])[F:10])[CH:8]=1, predict the reactants needed to synthesize it. The reactants are: [F:1][C:2]([F:30])([F:29])[C:3]1[CH:4]=[C:5]([C@H:13]2[O:17][C:16](=[O:18])[N:15]([CH2:19][C:20]3[C:25]([Br:26])=[CH:24][CH:23]=[C:22](Cl)[N:21]=3)[C@H:14]2[CH3:28])[CH:6]=[C:7]([C:9]([F:12])([F:11])[F:10])[CH:8]=1.[NH:31]1[CH:35]=[CH:34][CH:33]=[N:32]1.C1(C)C=CC(S(O)(=O)=O)=CC=1. (3) Given the product [O:20]([C:27]1[CH:28]=[C:29]([NH:30][C:17]([NH:18][C:7]([C:8]2[CH:9]=[N:10][CH:11]=[CH:12][CH:13]=2)=[O:15])=[S:16])[CH:31]=[CH:32][CH:33]=1)[C:21]1[CH:22]=[CH:23][CH:24]=[CH:25][CH:26]=1, predict the reactants needed to synthesize it. The reactants are: C(Cl)(=O)C(Cl)=O.[C:7]([OH:15])(=O)[C:8]1[CH:13]=[CH:12][CH:11]=[N:10][CH:9]=1.[S-:16][C:17]#[N:18].[NH4+].[O:20]([C:27]1[CH:28]=[C:29]([CH:31]=[CH:32][CH:33]=1)[NH2:30])[C:21]1[CH:26]=[CH:25][CH:24]=[CH:23][CH:22]=1. (4) Given the product [CH3:19][S:7][C:6](=[N:8][CH2:9][Si:10]([CH3:12])([CH3:13])[CH3:11])[C:5]1[CH:14]=[CH:15][C:2]([Br:1])=[C:3]([Cl:16])[CH:4]=1, predict the reactants needed to synthesize it. The reactants are: [Br:1][C:2]1[CH:15]=[CH:14][C:5]([C:6]([NH:8][CH2:9][Si:10]([CH3:13])([CH3:12])[CH3:11])=[S:7])=[CH:4][C:3]=1[Cl:16].CI.[C:19]([O-])([O-])=O.[Cs+].[Cs+].O. (5) Given the product [CH3:19][N:16]1[CH2:15][CH2:14][N:13]([C:11]([C:4]2[CH:5]=[CH:6][C:7]([N+:8]([O-:10])=[O:9])=[C:2]([CH:1]=[CH:25][N:23]3[CH2:22][CH2:30][CH2:29][CH2:24]3)[CH:3]=2)=[O:12])[CH2:18][CH2:17]1, predict the reactants needed to synthesize it. The reactants are: [CH3:1][C:2]1[CH:3]=[C:4]([C:11]([N:13]2[CH2:18][CH2:17][N:16]([CH3:19])[CH2:15][CH2:14]2)=[O:12])[CH:5]=[CH:6][C:7]=1[N+:8]([O-:10])=[O:9].CO[CH:22](OC)[N:23]([CH3:25])[CH3:24].N1CC[CH2:30][CH2:29]1.[OH-].[Na+]. (6) Given the product [Cl:1][C:2]1[CH:3]=[C:4]([CH:14]([NH:23][S@@:21]([C:18]([CH3:20])([CH3:19])[CH3:17])=[O:22])[CH3:15])[CH:5]=[N:6][C:7]=1[O:8][CH2:9][C:10]([F:13])([F:12])[CH3:11], predict the reactants needed to synthesize it. The reactants are: [Cl:1][C:2]1[CH:3]=[C:4]([C:14](=O)[CH3:15])[CH:5]=[N:6][C:7]=1[O:8][CH2:9][C:10]([F:13])([F:12])[CH3:11].[CH3:17][C:18]([S@:21]([NH2:23])=[O:22])([CH3:20])[CH3:19]. (7) The reactants are: [F:1][C:2]1[CH:8]=[CH:7][CH:6]=[CH:5][C:3]=1[NH2:4].[C:9](O[C:9]([O:11][C:12]([CH3:15])([CH3:14])[CH3:13])=[O:10])([O:11][C:12]([CH3:15])([CH3:14])[CH3:13])=[O:10]. Given the product [F:1][C:2]1[CH:8]=[CH:7][CH:6]=[CH:5][C:3]=1[NH:4][C:9](=[O:10])[O:11][C:12]([CH3:15])([CH3:14])[CH3:13], predict the reactants needed to synthesize it.